This data is from Full USPTO retrosynthesis dataset with 1.9M reactions from patents (1976-2016). The task is: Predict the reactants needed to synthesize the given product. (1) Given the product [CH2:1]([O:3][C:4]([N:6]1[CH2:40][CH2:39][C:9]2[NH:10][C:11]3[CH:12]=[CH:13][C:14]([C:17](=[O:29])[C:18]4[CH:23]=[CH:22][C:21]([Cl:24])=[C:20]([S:25](=[O:28])(=[O:27])[NH2:26])[CH:19]=4)=[CH:15][C:16]=3[C:8]=2[CH2:7]1)=[O:5])[CH3:2], predict the reactants needed to synthesize it. The reactants are: [CH2:1]([O:3][C:4]([N:6]1[CH2:40][CH2:39][C:9]2[N:10](S(C3C=CC=CC=3)(=O)=O)[C:11]3[CH:12]=[CH:13][C:14]([C:17](=[O:29])[C:18]4[CH:23]=[CH:22][C:21]([Cl:24])=[C:20]([S:25](=[O:28])(=[O:27])[NH2:26])[CH:19]=4)=[CH:15][C:16]=3[C:8]=2[CH2:7]1)=[O:5])[CH3:2].C(OC(N1CCC2N(S(C3C=CC=CC=3)(=O)=O)C3C=C(C(=O)C4C=CC(Cl)=C(S(=O)(=O)N)C=4)C=CC=3C=2C1)=O)C.C(=O)([O-])[O-].[K+].[K+]. (2) Given the product [CH3:1][O:2][C:3]1[CH:8]=[CH:7][C:6]([C:9]([C:36]2[CH:41]=[CH:40][C:39]([O:42][CH3:43])=[CH:38][CH:37]=2)([C:30]2[CH:35]=[CH:34][CH:33]=[CH:32][CH:31]=2)[NH:10][C:11]2[O:12][C@H:13]([C:26]([F:29])([F:28])[F:27])[CH2:14][C@:15]([C:18]3[CH:23]=[C:22]([C:48]4[CH:49]=[N:44][CH:45]=[N:46][CH:47]=4)[CH:21]=[CH:20][C:19]=3[F:25])([CH3:17])[N:16]=2)=[CH:5][CH:4]=1, predict the reactants needed to synthesize it. The reactants are: [CH3:1][O:2][C:3]1[CH:8]=[CH:7][C:6]([C:9]([C:36]2[CH:41]=[CH:40][C:39]([O:42][CH3:43])=[CH:38][CH:37]=2)([C:30]2[CH:35]=[CH:34][CH:33]=[CH:32][CH:31]=2)[NH:10][C:11]2[O:12][C@H:13]([C:26]([F:29])([F:28])[F:27])[CH2:14][C@:15]([C:18]3[CH:23]=[C:22](Br)[CH:21]=[CH:20][C:19]=3[F:25])([CH3:17])[N:16]=2)=[CH:5][CH:4]=1.[N:44]1[CH:49]=[CH:48][CH:47]=[N:46][C:45]=1B(O)O. (3) Given the product [F:22][C:23]([F:36])([F:37])[C:24]1[CH:25]=[C:26]([CH:27]([C:17]2[N:13]([CH2:12][C:11]3[CH:10]=[CH:9][C:8]([O:7][CH3:6])=[CH:19][CH:18]=3)[N:14]=[N:15][N:16]=2)[OH:28])[CH:29]=[C:30]([C:32]([F:33])([F:34])[F:35])[CH:31]=1, predict the reactants needed to synthesize it. The reactants are: [Li]CCCC.[CH3:6][O:7][C:8]1[CH:19]=[CH:18][C:11]([CH2:12][N:13]2[CH:17]=[N:16][N:15]=[N:14]2)=[CH:10][CH:9]=1.N#N.[F:22][C:23]([F:37])([F:36])[C:24]1[CH:25]=[C:26]([CH:29]=[C:30]([C:32]([F:35])([F:34])[F:33])[CH:31]=1)[CH:27]=[O:28].